From a dataset of Forward reaction prediction with 1.9M reactions from USPTO patents (1976-2016). Predict the product of the given reaction. (1) Given the reactants [C:1]([O:5][C:6](=[O:18])[NH:7][CH2:8][CH2:9][C:10]1[CH:15]=[CH:14][C:13]([OH:16])=[C:12]([Br:17])[CH:11]=1)([CH3:4])([CH3:3])[CH3:2].Br[C:20]1[CH:25]=[CH:24][C:23]([C:26]([F:29])([F:28])[F:27])=[CH:22][N:21]=1.C(=O)([O-])[O-].[K+].[K+], predict the reaction product. The product is: [C:1]([O:5][C:6](=[O:18])[NH:7][CH2:8][CH2:9][C:10]1[CH:15]=[CH:14][C:13]([O:16][C:20]2[CH:25]=[CH:24][C:23]([C:26]([F:29])([F:28])[F:27])=[CH:22][N:21]=2)=[C:12]([Br:17])[CH:11]=1)([CH3:4])([CH3:2])[CH3:3]. (2) Given the reactants [OH-].[Na+].C([O:5][C:6](=[O:29])[CH2:7][N:8]1[CH2:12][C:11]([CH3:14])([CH3:13])[CH:10]([O:15][C:16]2[CH:21]=[CH:20][C:19]([C:22]#[N:23])=[C:18]([C:24]([F:27])([F:26])[F:25])[CH:17]=2)[C:9]1=[O:28])C.Cl, predict the reaction product. The product is: [C:22]([C:19]1[CH:20]=[CH:21][C:16]([O:15][CH:10]2[C:11]([CH3:14])([CH3:13])[CH2:12][N:8]([CH2:7][C:6]([OH:29])=[O:5])[C:9]2=[O:28])=[CH:17][C:18]=1[C:24]([F:27])([F:26])[F:25])#[N:23]. (3) Given the reactants C[O:2][C:3]1[C:12]2[O:11][CH2:10][CH2:9][O:8][C:7]=2[C:6]([O:13]C)=[CH:5][C:4]=1[C:15](=[O:25])[CH2:16][C:17]([C:19]1[CH:24]=[CH:23][CH:22]=[CH:21][CH:20]=1)=[O:18].B(Br)(Br)Br, predict the reaction product. The product is: [OH:2][C:3]1[C:12]2[O:11][CH2:10][CH2:9][O:8][C:7]=2[C:6]([OH:13])=[CH:5][C:4]=1[C:15](=[O:25])[CH2:16][C:17]([C:19]1[CH:24]=[CH:23][CH:22]=[CH:21][CH:20]=1)=[O:18].